This data is from Catalyst prediction with 721,799 reactions and 888 catalyst types from USPTO. The task is: Predict which catalyst facilitates the given reaction. (1) Reactant: [OH:1][CH2:2][CH:3]([N:8]([S:19]([C:22]1[CH:27]=[CH:26][C:25]([O:28][CH3:29])=[CH:24][CH:23]=1)(=[O:21])=[O:20])[CH2:9][C:10]1[CH:15]=[CH:14][CH:13]=[CH:12][C:11]=1[N+:16]([O-])=O)[C:4]([O:6][CH3:7])=[O:5].C([O-])=O.[NH4+].C(OCC)(=O)C. Product: [NH2:16][C:11]1[CH:12]=[CH:13][CH:14]=[CH:15][C:10]=1[CH2:9][N:8]([S:19]([C:22]1[CH:23]=[CH:24][C:25]([O:28][CH3:29])=[CH:26][CH:27]=1)(=[O:21])=[O:20])[CH:3]([CH2:2][OH:1])[C:4]([O:6][CH3:7])=[O:5]. The catalyst class is: 29. (2) The catalyst class is: 328. Product: [NH2:36][C:33]1[CH:34]=[CH:35][N:30]([C@H:6]2[C@@H:5]([OH:4])[C@H:9]([O:10][CH2:11][C:12]3[CH:13]=[CH:14][CH:15]=[CH:16][CH:17]=3)[C@:8]([CH2:21][O:22][CH2:23][C:24]3[CH:29]=[CH:28][CH:27]=[CH:26][CH:25]=3)([CH:18]([F:19])[F:20])[O:7]2)[C:31](=[O:37])[N:32]=1. Reactant: C([O:4][C@H:5]1[C@H:9]([O:10][CH2:11][C:12]2[CH:17]=[CH:16][CH:15]=[CH:14][CH:13]=2)[C@:8]([CH2:21][O:22][CH2:23][C:24]2[CH:29]=[CH:28][CH:27]=[CH:26][CH:25]=2)([CH:18]([F:20])[F:19])[O:7][C@H:6]1[N:30]1[CH:35]=[CH:34][C:33]([NH2:36])=[N:32][C:31]1=[O:37])(=O)C.CO. (3) Reactant: [CH3:1][C:2]1[O:6][N:5]=[C:4]([C:7]2[CH:12]=[CH:11][CH:10]=[CH:9][CH:8]=2)[C:3]=1[C:13](Cl)=[O:14].[OH:16][C:17]1[C:26]2[C:21](=[CH:22][CH:23]=[CH:24][CH:25]=2)[N:20]=[C:19]([CH3:27])[CH:18]=1. Product: [CH3:1][C:2]1[O:6][N:5]=[C:4]([C:7]2[CH:12]=[CH:11][CH:10]=[CH:9][CH:8]=2)[C:3]=1[C:13]([O:16][C:17]1[C:26]2[C:21](=[CH:22][CH:23]=[CH:24][CH:25]=2)[N:20]=[C:19]([CH3:27])[CH:18]=1)=[O:14]. The catalyst class is: 300. (4) Reactant: [CH2:1]([O:4][C@@H:5]1[C@@H:9]([CH2:10][OH:11])[O:8][C@@H:7]([N:12]2[CH:19]=[C:18](I)[C:16](=[O:17])[NH:15][C:13]2=[O:14])[CH2:6]1)[CH:2]=[CH2:3].C(N(CC)CC)C.[CH2:28]([NH:31][C:32](=[O:37])[C:33]([F:36])([F:35])[F:34])[C:29]#[CH:30]. Product: [CH2:1]([O:4][C@@H:5]1[C@@H:9]([CH2:10][OH:11])[O:8][C@@H:7]([N:12]2[CH:19]=[C:18]([C:30]#[C:29][CH2:28][NH:31][C:32](=[O:37])[C:33]([F:36])([F:35])[F:34])[C:16](=[O:17])[NH:15][C:13]2=[O:14])[CH2:6]1)[CH:2]=[CH2:3]. The catalyst class is: 555. (5) Reactant: [BH4-].[Na+].[C:3]([C:7]1[CH:8]=[C:9]([N+:17]([O-:19])=[O:18])[C:10]([O:15][CH3:16])=[C:11]([CH:14]=1)[CH:12]=[O:13])([CH3:6])([CH3:5])[CH3:4]. Product: [C:3]([C:7]1[CH:8]=[C:9]([N+:17]([O-:19])=[O:18])[C:10]([O:15][CH3:16])=[C:11]([CH2:12][OH:13])[CH:14]=1)([CH3:6])([CH3:4])[CH3:5]. The catalyst class is: 98. (6) Reactant: [CH3:1][N:2]1[C:10]2[C:5](=[N:6][CH:7]=[CH:8][CH:9]=2)[C:4]([C:11]2[CH:16]=[CH:15][C:14]([N+:17]([O-])=O)=[CH:13][CH:12]=2)=[CH:3]1. Product: [CH3:1][N:2]1[C:10]2[C:5](=[N:6][CH:7]=[CH:8][CH:9]=2)[C:4]([C:11]2[CH:16]=[CH:15][C:14]([NH2:17])=[CH:13][CH:12]=2)=[CH:3]1. The catalyst class is: 515. (7) Reactant: Cl.[CH:2]([C:5]1[CH:13]=[CH:12][CH:11]=[C:10]2[C:6]=1[CH2:7][N:8]([CH2:17][C:18]1[C:23]([CH3:24])=[CH:22][C:21]([CH3:25])=[CH:20][C:19]=1[CH3:26])[CH:9]2[C:14](O)=[O:15])([CH3:4])[CH3:3].C(=O)([O-])[O-].[Na+].[Na+].CN(C(ON1N=NC2C=CC=NC1=2)=[N+](C)C)C.F[P-](F)(F)(F)(F)F.[CH3:57][O:58][C:59]1[C:64]([S:65]([NH2:68])(=[O:67])=[O:66])=[CH:63][CH:62]=[CH:61][N:60]=1. Product: [CH:2]([C:5]1[CH:13]=[CH:12][CH:11]=[C:10]2[C:6]=1[CH2:7][N:8]([CH2:17][C:18]1[C:23]([CH3:24])=[CH:22][C:21]([CH3:25])=[CH:20][C:19]=1[CH3:26])[CH:9]2[C:14]([NH:68][S:65]([C:64]1[C:59]([O:58][CH3:57])=[N:60][CH:61]=[CH:62][CH:63]=1)(=[O:67])=[O:66])=[O:15])([CH3:4])[CH3:3]. The catalyst class is: 9. (8) Reactant: C(OC(=O)[NH:7][CH:8]([C:10]1[CH:15]=[CH:14][C:13]([NH:16][S:17]([CH:20]=[CH2:21])(=[O:19])=[O:18])=[C:12]([CH:22]=[CH2:23])[CH:11]=1)[CH3:9])(C)(C)C.C(O)(C(F)(F)F)=O. Product: [CH:20]([S:17]([NH:16][C:13]1[CH:14]=[CH:15][C:10]([CH:8]([NH2:7])[CH3:9])=[CH:11][C:12]=1[CH:22]=[CH2:23])(=[O:18])=[O:19])=[CH2:21]. The catalyst class is: 2. (9) Reactant: [CH3:1][C:2]1([CH3:27])[CH2:11][C:10]2[C:5](=[CH:6][CH:7]=[C:8]([C:12]([O:14][CH3:15])=[O:13])[CH:9]=2)[N:4]=[C:3]1[C:16]1[CH:21]=[CH:20][CH:19]=[C:18]([S:22](=[O:26])(=[O:25])[NH:23][CH3:24])[CH:17]=1. Product: [CH3:1][C:2]1([CH3:27])[CH2:11][C:10]2[C:5](=[CH:6][CH:7]=[C:8]([C:12]([O:14][CH3:15])=[O:13])[CH:9]=2)[NH:4][CH:3]1[C:16]1[CH:21]=[CH:20][CH:19]=[C:18]([S:22](=[O:26])(=[O:25])[NH:23][CH3:24])[CH:17]=1. The catalyst class is: 111. (10) Product: [CH3:1][O:2][CH2:3][O:4][CH2:5][C:6]1[N:7]=[C:8]([C:13]2[CH:18]=[CH:17][CH:16]=[CH:15][CH:14]=2)[O:9][C:10]=1[CH2:11][O:12][C:49]1[CH:48]=[CH:47][C:46]([O:45][CH2:44][C:34]2[N:35]=[C:36]([C:38]3[CH:43]=[CH:42][CH:41]=[CH:40][CH:39]=3)[O:37][C:33]=2[CH3:32])=[CH:51][CH:50]=1. Reactant: [CH3:1][O:2][CH2:3][O:4][CH2:5][C:6]1[N:7]=[C:8]([C:13]2[CH:18]=[CH:17][CH:16]=[CH:15][CH:14]=2)[O:9][C:10]=1[CH:11]=[O:12].C(P(CCCC)CCCC)CCC.[CH3:32][C:33]1[O:37][C:36]([C:38]2[CH:43]=[CH:42][CH:41]=[CH:40][CH:39]=2)=[N:35][C:34]=1[CH2:44][O:45][C:46]1[CH:51]=[CH:50][C:49](O)=[CH:48][CH:47]=1.N(C(N1CCCCC1)=O)=NC(N1CCCCC1)=O. The catalyst class is: 7.